From a dataset of Full USPTO retrosynthesis dataset with 1.9M reactions from patents (1976-2016). Predict the reactants needed to synthesize the given product. (1) Given the product [OH:29][CH:28]([C:30]1[CH:35]=[CH:34][C:33]([C:36]2[N:40]=[C:39]([C:41]3[C:45]([CH2:46][CH2:47][CH3:48])=[C:44]([C:49]4[CH:50]=[CH:51][CH:52]=[CH:53][CH:54]=4)[O:43][N:42]=3)[O:38][N:37]=2)=[CH:32][CH:31]=1)[CH2:27][N:1]1[CH2:6][CH2:5][CH2:4][CH:3]([OH:7])[CH2:2]1, predict the reactants needed to synthesize it. The reactants are: [NH:1]1[CH2:6][CH2:5][CH2:4][CH:3]([OH:7])[CH2:2]1.[OH-].C([N+](CCCC)(CCCC)CCCC)CCC.Br[CH2:27][CH:28]([C:30]1[CH:35]=[CH:34][C:33]([C:36]2[N:40]=[C:39]([C:41]3[C:45]([CH2:46][CH2:47][CH3:48])=[C:44]([C:49]4[CH:54]=[CH:53][CH:52]=[CH:51][CH:50]=4)[O:43][N:42]=3)[O:38][N:37]=2)=[CH:32][CH:31]=1)[OH:29]. (2) Given the product [Cl-:22].[CH2:13]([NH2+:8][CH2:9][C:10]([O:12][CH3:15])=[O:11])[CH3:14], predict the reactants needed to synthesize it. The reactants are: C(OC([N:8]([CH2:13][CH3:14])[CH2:9][C:10]([OH:12])=[O:11])=O)(C)(C)C.[CH3:15][Si](C=[N+]=[N-])(C)C.[ClH:22].CC(O)=O. (3) Given the product [Cl:1][C:2]1[CH:7]=[C:6]([Cl:8])[CH:5]=[CH:4][C:3]=1[CH:9]([CH3:16])[C:10]([O:12][CH3:13])=[O:11], predict the reactants needed to synthesize it. The reactants are: [Cl:1][C:2]1[CH:7]=[C:6]([Cl:8])[CH:5]=[CH:4][C:3]=1[CH2:9][C:10]([O:12][CH3:13])=[O:11].[H-].[Na+].[CH3:16]I.